From a dataset of Reaction yield outcomes from USPTO patents with 853,638 reactions. Predict the reaction yield, written as a fraction of the theoretical maximum amount of product (1.0 means a 100% yield; for example, 0.34 means a 34% yield). (1) The reactants are [Cl:1][C:2]1[CH:10]=[C:6]([C:7]([OH:9])=O)[C:5]([OH:11])=[CH:4][CH:3]=1.[NH2:12][C:13]1[S:14][CH:15]=[C:16]([C:18]2[CH:23]=[C:22]([C:24]([F:27])([F:26])[F:25])[CH:21]=[C:20]([C:28]([F:31])([F:30])[F:29])[CH:19]=2)[N:17]=1.P(Cl)(Cl)Cl.ClC1C=CC=CC=1. The catalyst is O. The product is [Cl:1][C:2]1[CH:3]=[CH:4][C:5]([OH:11])=[C:6]([CH:10]=1)[C:7]([NH:12][C:13]1[S:14][CH:15]=[C:16]([C:18]2[CH:19]=[C:20]([C:28]([F:29])([F:30])[F:31])[CH:21]=[C:22]([C:24]([F:27])([F:25])[F:26])[CH:23]=2)[N:17]=1)=[O:9]. The yield is 0.235. (2) The reactants are [CH:1]([C:4]1[CH:9]=[CH:8][C:7]([CH:10]=[C:11]([CH3:17])[C:12](OCC)=[O:13])=[CH:6][CH:5]=1)([CH3:3])[CH3:2].[Cl-].[Ce+3].[Cl-].[Cl-].[H-].[Al+3].[Li+].[H-].[H-].[H-].O. The catalyst is O1CCCC1. The product is [CH:1]([C:4]1[CH:5]=[CH:6][C:7]([CH:10]=[C:11]([CH3:17])[CH2:12][OH:13])=[CH:8][CH:9]=1)([CH3:3])[CH3:2]. The yield is 0.860.